From a dataset of Peptide-MHC class I binding affinity with 185,985 pairs from IEDB/IMGT. Regression. Given a peptide amino acid sequence and an MHC pseudo amino acid sequence, predict their binding affinity value. This is MHC class I binding data. (1) The peptide sequence is LFPELDCFF. The MHC is HLA-A24:03 with pseudo-sequence HLA-A24:03. The binding affinity (normalized) is 0.778. (2) The peptide sequence is YKELCDAVY. The MHC is HLA-A24:02 with pseudo-sequence HLA-A24:02. The binding affinity (normalized) is 0.